Dataset: Reaction yield outcomes from USPTO patents with 853,638 reactions. Task: Predict the reaction yield, written as a fraction of the theoretical maximum amount of product (1.0 means a 100% yield; for example, 0.34 means a 34% yield). The reactants are [CH:1]([C:4]1[CH:9]=[CH:8][C:7]([CH:10]2[CH2:14][O:13][C:12]3[C:15]4[C:20]([C:21]([OH:24])=[C:22]([CH3:23])[C:11]2=3)=[CH:19][CH:18]=[CH:17][CH:16]=4)=[CH:6][CH:5]=1)([CH3:3])[CH3:2].[F:25][C:26]([F:32])([F:31])[S:27]([O-])(=[O:29])=[O:28].O. The catalyst is CN(C)C1C=CN=CC=1.N1C=CC=CC=1. The product is [F:25][C:26]([F:32])([F:31])[S:27]([O:24][C:21]1[C:20]2[C:15](=[CH:16][CH:17]=[CH:18][CH:19]=2)[C:12]2[O:13][CH2:14][CH:10]([C:7]3[CH:8]=[CH:9][C:4]([CH:1]([CH3:3])[CH3:2])=[CH:5][CH:6]=3)[C:11]=2[C:22]=1[CH3:23])(=[O:29])=[O:28]. The yield is 0.760.